From a dataset of Reaction yield outcomes from USPTO patents with 853,638 reactions. Predict the reaction yield, written as a fraction of the theoretical maximum amount of product (1.0 means a 100% yield; for example, 0.34 means a 34% yield). (1) The reactants are [H-].[Na+].[Br:3][C:4]1[CH:9]=[CH:8][C:7]([CH2:10][C:11]([O:13]CC)=O)=[CH:6][CH:5]=1.[H][H].Cl. The catalyst is C1(C)C=CC=CC=1.O. The product is [Br:3][C:4]1[CH:9]=[CH:8][C:7]([CH2:10][C:11](=[O:13])[CH2:10][C:7]2[CH:6]=[CH:5][C:4]([Br:3])=[CH:9][CH:8]=2)=[CH:6][CH:5]=1. The yield is 0.820. (2) The reactants are [NH2:1][C:2]1[C:11]2[C:6](=[CH:7][CH:8]=[CH:9][CH:10]=2)[C:5]([S:12][CH2:13][C:14]([OH:16])=[O:15])=[CH:4][CH:3]=1.N1C=CC=CC=1.O.[S:24]1[CH:28]=[CH:27][CH:26]=[C:25]1[S:29](Cl)(=[O:31])=[O:30]. The catalyst is C1COCC1. The product is [S:24]1[CH:28]=[CH:27][CH:26]=[C:25]1[S:29]([NH:1][C:2]1[C:11]2[C:6](=[CH:7][CH:8]=[CH:9][CH:10]=2)[C:5]([S:12][CH2:13][C:14]([OH:16])=[O:15])=[CH:4][CH:3]=1)(=[O:31])=[O:30]. The yield is 0.584.